This data is from Forward reaction prediction with 1.9M reactions from USPTO patents (1976-2016). The task is: Predict the product of the given reaction. Given the reactants [CH:1]1([S:4]([C:7]2[CH:12]=[CH:11][C:10]([CH:13]([C:21]3[NH:25][C:24]([C:26]4[N:31]=[CH:30][C:29]([CH2:32][C:33](OC)=[O:34])=[CH:28][CH:27]=4)=[CH:23][CH:22]=3)[CH2:14][CH:15]3[CH2:20][CH2:19][O:18][CH2:17][CH2:16]3)=[CH:9][CH:8]=2)(=[O:6])=[O:5])[CH2:3][CH2:2]1.O1CCCC1.CO.[BH4-].[Li+], predict the reaction product. The product is: [CH:1]1([S:4]([C:7]2[CH:8]=[CH:9][C:10]([CH:13]([C:21]3[NH:25][C:24]([C:26]4[N:31]=[CH:30][C:29]([CH2:32][CH2:33][OH:34])=[CH:28][CH:27]=4)=[CH:23][CH:22]=3)[CH2:14][CH:15]3[CH2:16][CH2:17][O:18][CH2:19][CH2:20]3)=[CH:11][CH:12]=2)(=[O:6])=[O:5])[CH2:3][CH2:2]1.